From a dataset of Forward reaction prediction with 1.9M reactions from USPTO patents (1976-2016). Predict the product of the given reaction. (1) Given the reactants Br[C:2]1[CH:3]=[C:4]([C:8]([F:31])([F:30])[CH2:9][CH2:10][C:11]2[N:15]([CH2:16][CH3:17])[C:14](=[O:18])[N:13]([CH2:19][C:20]3[CH:25]=[CH:24][C:23]([C:26]([CH3:29])([CH3:28])[CH3:27])=[CH:22][CH:21]=3)[N:12]=2)[CH:5]=[CH:6][CH:7]=1.[B:32]1([B:32]2[O:36][C:35]([CH3:38])([CH3:37])[C:34]([CH3:40])([CH3:39])[O:33]2)[O:36][C:35]([CH3:38])([CH3:37])[C:34]([CH3:40])([CH3:39])[O:33]1.CC([O-])=O.[K+].N#N, predict the reaction product. The product is: [C:26]([C:23]1[CH:24]=[CH:25][C:20]([CH2:19][N:13]2[C:14](=[O:18])[N:15]([CH2:16][CH3:17])[C:11]([CH2:10][CH2:9][C:8]([F:31])([F:30])[C:4]3[CH:5]=[CH:6][CH:7]=[C:2]([B:32]4[O:36][C:35]([CH3:38])([CH3:37])[C:34]([CH3:40])([CH3:39])[O:33]4)[CH:3]=3)=[N:12]2)=[CH:21][CH:22]=1)([CH3:29])([CH3:28])[CH3:27]. (2) Given the reactants [NH2:1][C:2]1[CH:7]=[CH:6][CH:5]=[C:4]([F:8])[C:3]=1[CH3:9].[C:10](OC(=O)C)(=[O:12])[CH3:11], predict the reaction product. The product is: [F:8][C:4]1[C:3]([CH3:9])=[C:2]([NH:1][C:10](=[O:12])[CH3:11])[CH:7]=[CH:6][CH:5]=1.